From a dataset of Reaction yield outcomes from USPTO patents with 853,638 reactions. Predict the reaction yield, written as a fraction of the theoretical maximum amount of product (1.0 means a 100% yield; for example, 0.34 means a 34% yield). The reactants are [N+:1]([C:4]1[CH:12]=[CH:11][CH:10]=[C:9]2[C:5]=1[CH2:6][CH2:7][C:8]2=[O:13])([O-])=O. The catalyst is Cl.O. The product is [NH2:1][C:4]1[CH:12]=[CH:11][CH:10]=[C:9]2[C:5]=1[CH2:6][CH2:7][C:8]2=[O:13]. The yield is 0.900.